The task is: Regression. Given two drug SMILES strings and cell line genomic features, predict the synergy score measuring deviation from expected non-interaction effect.. This data is from NCI-60 drug combinations with 297,098 pairs across 59 cell lines. (1) Drug 1: CC1OCC2C(O1)C(C(C(O2)OC3C4COC(=O)C4C(C5=CC6=C(C=C35)OCO6)C7=CC(=C(C(=C7)OC)O)OC)O)O. Drug 2: CC1=C2C(C(=O)C3(C(CC4C(C3C(C(C2(C)C)(CC1OC(=O)C(C(C5=CC=CC=C5)NC(=O)C6=CC=CC=C6)O)O)OC(=O)C7=CC=CC=C7)(CO4)OC(=O)C)O)C)OC(=O)C. Cell line: BT-549. Synergy scores: CSS=36.1, Synergy_ZIP=-9.56, Synergy_Bliss=-14.0, Synergy_Loewe=-11.1, Synergy_HSA=-8.58. (2) Drug 1: C1=CC(=CC=C1CC(C(=O)O)N)N(CCCl)CCCl.Cl. Drug 2: CCC1(CC2CC(C3=C(CCN(C2)C1)C4=CC=CC=C4N3)(C5=C(C=C6C(=C5)C78CCN9C7C(C=CC9)(C(C(C8N6C)(C(=O)OC)O)OC(=O)C)CC)OC)C(=O)OC)O.OS(=O)(=O)O. Cell line: U251. Synergy scores: CSS=44.9, Synergy_ZIP=-5.56, Synergy_Bliss=-0.715, Synergy_Loewe=-25.3, Synergy_HSA=0.0155. (3) Drug 1: CN(C)N=NC1=C(NC=N1)C(=O)N. Drug 2: C(CCl)NC(=O)N(CCCl)N=O. Cell line: MCF7. Synergy scores: CSS=-1.28, Synergy_ZIP=3.74, Synergy_Bliss=4.06, Synergy_Loewe=-1.73, Synergy_HSA=-0.939. (4) Drug 1: C1=CC(=CC=C1C#N)C(C2=CC=C(C=C2)C#N)N3C=NC=N3. Drug 2: C1=NNC2=C1C(=O)NC=N2. Cell line: BT-549. Synergy scores: CSS=-0.230, Synergy_ZIP=5.75, Synergy_Bliss=1.12, Synergy_Loewe=0.145, Synergy_HSA=-0.469. (5) Drug 1: C1=CC=C(C=C1)NC(=O)CCCCCCC(=O)NO. Drug 2: C1C(C(OC1N2C=NC3=C2NC=NCC3O)CO)O. Cell line: HT29. Synergy scores: CSS=-5.15, Synergy_ZIP=-0.845, Synergy_Bliss=1.24, Synergy_Loewe=-13.1, Synergy_HSA=-6.52. (6) Cell line: K-562. Drug 1: CS(=O)(=O)OCCCCOS(=O)(=O)C. Synergy scores: CSS=16.2, Synergy_ZIP=-4.70, Synergy_Bliss=-0.753, Synergy_Loewe=6.05, Synergy_HSA=1.37. Drug 2: CC(C)NC(=O)C1=CC=C(C=C1)CNNC.Cl.